Dataset: Forward reaction prediction with 1.9M reactions from USPTO patents (1976-2016). Task: Predict the product of the given reaction. (1) Given the reactants [F:1][C:2]1[CH:7]=[CH:6][C:5]([C:8](=[O:15])[CH2:9][C:10]([O:12][CH2:13][CH3:14])=[O:11])=[CH:4][CH:3]=1.[CH3:16][O:17][C:18]1[CH:25]=[CH:24][C:21]([CH2:22]Cl)=[CH:20][CH:19]=1.C(=O)([O-])[O-].[K+].[K+], predict the reaction product. The product is: [F:1][C:2]1[CH:3]=[CH:4][C:5]([C:8](=[O:15])[CH:9]([CH2:22][C:21]2[CH:24]=[CH:25][C:18]([O:17][CH3:16])=[CH:19][CH:20]=2)[C:10]([O:12][CH2:13][CH3:14])=[O:11])=[CH:6][CH:7]=1. (2) Given the reactants [CH:1]1([N:5]2[CH2:10][CH2:9][N:8]([C:11]([C:13]3[CH:14]=[C:15]4[C:19](=[CH:20][CH:21]=3)[NH:18][C:17]([C:22]([N:24]3[CH2:29][CH2:28][C:27]([F:31])([F:30])[CH2:26][CH2:25]3)=[O:23])=[CH:16]4)=[O:12])[CH2:7][CH2:6]2)[CH2:4][CH2:3][CH2:2]1.[F:32][C:33]([F:44])([F:43])[C:34]1[CH:35]=[C:36](B(O)O)[CH:37]=[CH:38][CH:39]=1.N1C=CC=CC=1, predict the reaction product. The product is: [CH:1]1([N:5]2[CH2:6][CH2:7][N:8]([C:11]([C:13]3[CH:14]=[C:15]4[C:19](=[CH:20][CH:21]=3)[N:18]([C:37]3[CH:36]=[CH:35][C:34]([C:33]([F:44])([F:43])[F:32])=[CH:39][CH:38]=3)[C:17]([C:22]([N:24]3[CH2:25][CH2:26][C:27]([F:30])([F:31])[CH2:28][CH2:29]3)=[O:23])=[CH:16]4)=[O:12])[CH2:9][CH2:10]2)[CH2:2][CH2:3][CH2:4]1. (3) Given the reactants [NH2:1][C:2]1[CH:7]=[CH:6][C:5]([CH:8]([CH3:20])[C:9]([NH:11][C:12]2[CH:16]=[C:15]([CH:17]3[CH2:19][CH2:18]3)[NH:14][N:13]=2)=[O:10])=[CH:4][CH:3]=1.[Cl:21][CH2:22][CH2:23][O:24][C:25](Cl)=[O:26], predict the reaction product. The product is: [Cl:21][CH2:22][CH2:23][O:24][C:25]([NH:1][C:2]1[CH:3]=[CH:4][C:5]([CH:8]([CH3:20])[C:9]([NH:11][C:12]2[N:13]([C:25]([O:24][CH2:23][CH2:22][Cl:21])=[O:26])[N:14]=[C:15]([CH:17]3[CH2:19][CH2:18]3)[CH:16]=2)=[O:10])=[CH:6][CH:7]=1)=[O:26]. (4) Given the reactants [NH:1]1[CH:5]=[C:4]([C:6]2[C:7]([C:12]3[CH:17]=[CH:16][CH:15]=[CH:14][CH:13]=3)=[N:8][O:9][C:10]=2[CH3:11])[N:3]=[CH:2]1.[CH2:18]([O:20][C:21]1[CH:26]=[CH:25][CH:24]=[CH:23][C:22]=1B(O)O)[CH3:19], predict the reaction product. The product is: [CH2:18]([O:20][C:21]1[CH:26]=[CH:25][CH:24]=[CH:23][C:22]=1[N:1]1[CH:5]=[C:4]([C:6]2[C:7]([C:12]3[CH:13]=[CH:14][CH:15]=[CH:16][CH:17]=3)=[N:8][O:9][C:10]=2[CH3:11])[N:3]=[CH:2]1)[CH3:19].